Dataset: Full USPTO retrosynthesis dataset with 1.9M reactions from patents (1976-2016). Task: Predict the reactants needed to synthesize the given product. Given the product [O:1]([C@H:2]([C:4]1[CH:13]=[CH:12][C:7]([C:8]([O:10][CH3:11])=[O:9])=[CH:6][CH:5]=1)[CH3:3])[C:14]1[CH:19]=[CH:18][CH:17]=[CH:16][CH:15]=1, predict the reactants needed to synthesize it. The reactants are: [OH:1][C@@H:2]([C:4]1[CH:13]=[CH:12][C:7]([C:8]([O:10][CH3:11])=[O:9])=[CH:6][CH:5]=1)[CH3:3].[C:14]1(O)[CH:19]=[CH:18][CH:17]=[CH:16][CH:15]=1.C1(P(C2C=CC=CC=2)C2C=CC=CC=2)C=CC=CC=1.N(/C(OC(C)C)=O)=N\C(OC(C)C)=O.